This data is from Catalyst prediction with 721,799 reactions and 888 catalyst types from USPTO. The task is: Predict which catalyst facilitates the given reaction. (1) Reactant: N12CCCN=C1CCCCC2.Cl.[NH2:13][CH2:14][C:15]1[CH:23]=[CH:22][CH:21]=[C:20]2[C:16]=1[C:17](=[O:33])[N:18]([CH:25]1[CH2:30][CH2:29][C:28](=[O:31])[NH:27][C:26]1=[O:32])[C:19]2=[O:24].O=C1CCC(=O)N1[O:41][C:42]([NH:44][C:45]1[CH:46]=[N:47][CH:48]=[CH:49][CH:50]=1)=O. Product: [O:32]=[C:26]1[CH:25]([N:18]2[C:17](=[O:33])[C:16]3[C:20](=[CH:21][CH:22]=[CH:23][C:15]=3[CH2:14][NH:13][C:42]([NH:44][C:45]3[CH:46]=[N:47][CH:48]=[CH:49][CH:50]=3)=[O:41])[C:19]2=[O:24])[CH2:30][CH2:29][C:28](=[O:31])[NH:27]1. The catalyst class is: 10. (2) Product: [CH3:19][C@@H:20]1[NH:24][C@H:23]([C:25]([O:27][CH2:28][CH3:29])=[O:26])[CH2:22][CH2:21]1.[CH3:29][CH2:28][O:27][C:25]([CH:23]1[CH2:22][CH2:21][CH:20]([CH3:19])[N:24]1[C:42]([O:41][C:38]([CH3:40])([CH3:39])[CH3:37])=[O:43])=[O:26]. Reactant: FC(F)(F)C(O)=O.C([Mg]Br)C.FC(F)(F)C(O)=O.[CH3:19][C@@H:20]1[NH:24][C@H:23]([C:25]([O:27][CH2:28][CH3:29])=[O:26])[CH2:22][CH2:21]1.C(N(CC)CC)C.[CH3:37][C:38]([O:41][C:42](O[C:42]([O:41][C:38]([CH3:40])([CH3:39])[CH3:37])=[O:43])=[O:43])([CH3:40])[CH3:39]. The catalyst class is: 166. (3) Reactant: O[CH2:2][C:3]1[CH:8]=[CH:7][N:6]=[C:5]([NH:9][C:10]2[S:11][C:12]([C:15]#[N:16])=[CH:13][N:14]=2)[C:4]=1[CH3:17].CN(C)C=O.P(Cl)(Cl)(Cl)=O.ClCC1C=CN=C(NC2SC(C#N)=CN=2)C=1C.[Cl-].[CH3:46][NH:47][C:48]([N:50]1[CH2:55][CH2:54][NH2+:53][CH2:52][CH2:51]1)=[O:49].C(N(C(C)C)CC)(C)C. Product: [CH3:46][NH:47][C:48]([N:50]1[CH2:55][CH2:54][N:53]([CH2:2][C:3]2[CH:8]=[CH:7][N:6]=[C:5]([NH:9][C:10]3[S:11][C:12]([C:15]#[N:16])=[CH:13][N:14]=3)[C:4]=2[CH3:17])[CH2:52][CH2:51]1)=[O:49]. The catalyst class is: 764. (4) Reactant: ClC(OCC(C)C)=O.[Cl:9][C:10]1[CH:18]=[CH:17][C:16]([N+:19]([O-:21])=[O:20])=[CH:15][C:11]=1[C:12]([OH:14])=O.C(N(CC)CC)C.[CH:29]1([NH2:35])[CH2:34][CH2:33][CH2:32][CH2:31][CH2:30]1. Product: [CH:29]1([NH:35][C:12](=[O:14])[C:11]2[CH:15]=[C:16]([N+:19]([O-:21])=[O:20])[CH:17]=[CH:18][C:10]=2[Cl:9])[CH2:34][CH2:33][CH2:32][CH2:31][CH2:30]1. The catalyst class is: 366. (5) Reactant: C[O:2][C:3](=O)[CH:4]([C:31]1[CH:36]=[CH:35][CH:34]=[CH:33][C:32]=1[Cl:37])[N:5]1[CH:9]=[C:8]([CH2:10][N:11]2[C:15](=[O:16])[N:14]([CH2:17][C@H:18]([OH:23])[C:19]([F:22])([F:21])[F:20])[C:13]([C:24]3[CH:29]=[CH:28][C:27]([Cl:30])=[CH:26][CH:25]=3)=[N:12]2)[N:7]=[N:6]1.[H-].[Al+3].[Li+].[H-].[H-].[H-].C(C(C(C([O-])=O)O)O)([O-])=O.[K+].[Na+]. Product: [Cl:30][C:27]1[CH:26]=[CH:25][C:24]([C:13]2[N:14]([CH2:17][C@H:18]([OH:23])[C:19]([F:20])([F:21])[F:22])[C:15](=[O:16])[N:11]([CH2:10][C:8]3[N:7]=[N:6][N:5]([CH:4]([C:31]4[CH:36]=[CH:35][CH:34]=[CH:33][C:32]=4[Cl:37])[CH2:3][OH:2])[CH:9]=3)[N:12]=2)=[CH:29][CH:28]=1. The catalyst class is: 1. (6) Reactant: [C:1]([O:4][C:5]1[CH:15]=[CH:14][CH:13]=[CH:12][C:6]=1[C:7]([O:9][CH2:10]Cl)=[O:8])(=[O:3])[CH3:2].[N+:16]([O:19][CH2:20][CH2:21][CH2:22][S:23][C:24]1[CH:32]=[CH:31][C:27]([C:28]([OH:30])=[O:29])=[CH:26][CH:25]=1)([O-:18])=[O:17].C(=O)([O-])[O-].[Cs+].[Cs+]. Product: [C:1]([O:4][C:5]1[CH:15]=[CH:14][CH:13]=[CH:12][C:6]=1[C:7]([O:9][CH2:10][O:30][C:28](=[O:29])[C:27]1[CH:26]=[CH:25][C:24]([S:23][CH2:22][CH2:21][CH2:20][O:19][N+:16]([O-:18])=[O:17])=[CH:32][CH:31]=1)=[O:8])(=[O:3])[CH3:2]. The catalyst class is: 18. (7) Reactant: CS(O[CH2:6][C:7]1[CH:12]=[CH:11][C:10]([CH2:13][NH:14][C:15](=[O:30])[CH2:16][CH2:17][C:18]2[CH:23]=[CH:22][C:21]([O:24][CH2:25][C:26]#[CH:27])=[C:20]([O:28][CH3:29])[CH:19]=2)=[CH:9][CH:8]=1)(=O)=O.[Br-:31].[Li+].CC(C)=O. Product: [Br:31][CH2:6][C:7]1[CH:12]=[CH:11][C:10]([CH2:13][NH:14][C:15](=[O:30])[CH2:16][CH2:17][C:18]2[CH:23]=[CH:22][C:21]([O:24][CH2:25][C:26]#[CH:27])=[C:20]([O:28][CH3:29])[CH:19]=2)=[CH:9][CH:8]=1. The catalyst class is: 413. (8) Product: [CH2:1]([C:3]1[C:8]([C:9]2[CH:10]=[N:11][C:12]([C:15]3[CH:20]=[CH:19][C:18]([O:21][CH:22]([CH3:24])[CH3:23])=[C:17]([C:25]([F:28])([F:26])[F:27])[CH:16]=3)=[N:13][CH:14]=2)=[CH:7][CH:6]=[CH:5][C:4]=1[CH2:29][CH2:30][CH2:31][C:32]([OH:34])=[O:33])[CH3:2]. Reactant: [CH2:1]([C:3]1[C:8]([C:9]2[CH:10]=[N:11][C:12]([C:15]3[CH:20]=[CH:19][C:18]([O:21][CH:22]([CH3:24])[CH3:23])=[C:17]([C:25]([F:28])([F:27])[F:26])[CH:16]=3)=[N:13][CH:14]=2)=[CH:7][CH:6]=[CH:5][C:4]=1[CH2:29][CH2:30][CH2:31][C:32]([O:34]CC)=[O:33])[CH3:2].[OH-].[Na+]. The catalyst class is: 252. (9) Reactant: C1CCN2C(=[N:5]CCC2)CC1.[Cl:12][C:13]1[CH:18]=[CH:17][C:16]([CH:19]2[CH2:22][CH2:21][N:20]2[C:23]([O:25][CH2:26][C:27]([Cl:30])([Cl:29])[Cl:28])=[O:24])=[C:15]([CH2:31]O)[CH:14]=1.C1C=CC(P(N=[N+]=[N-])(C2C=CC=CC=2)=O)=CC=1.C1(P(C2C=CC=CC=2)C2C=CC=CC=2)C=CC=CC=1.[OH-].[Na+]. Product: [NH2:5][CH2:31][C:15]1[CH:14]=[C:13]([Cl:12])[CH:18]=[CH:17][C:16]=1[CH:19]1[CH2:22][CH2:21][N:20]1[C:23]([O:25][CH2:26][C:27]([Cl:30])([Cl:29])[Cl:28])=[O:24]. The catalyst class is: 278. (10) Reactant: [Cl:1][C:2]1[CH:3]=[C:4]([CH:8]=[CH:9][C:10]=1[Cl:11])[C:5](Cl)=[O:6].[NH2:12][C:13]1[CH:14]=[CH:15][C:16]([CH3:32])=[C:17]([NH:19][C:20]([C:22]2[CH:23]=[C:24]3[C:29](=[CH:30][CH:31]=2)[N:28]=[CH:27][CH:26]=[CH:25]3)=[O:21])[CH:18]=1. Product: [Cl:1][C:2]1[CH:3]=[C:4]([CH:8]=[CH:9][C:10]=1[Cl:11])[C:5]([NH:12][C:13]1[CH:14]=[CH:15][C:16]([CH3:32])=[C:17]([NH:19][C:20]([C:22]2[CH:23]=[C:24]3[C:29](=[CH:30][CH:31]=2)[N:28]=[CH:27][CH:26]=[CH:25]3)=[O:21])[CH:18]=1)=[O:6]. The catalyst class is: 66.